This data is from Peptide-MHC class I binding affinity with 185,985 pairs from IEDB/IMGT. The task is: Regression. Given a peptide amino acid sequence and an MHC pseudo amino acid sequence, predict their binding affinity value. This is MHC class I binding data. (1) The peptide sequence is IPAPGLGAL. The MHC is HLA-B15:17 with pseudo-sequence HLA-B15:17. The binding affinity (normalized) is 0.0847. (2) The peptide sequence is PTSETMYLT. The MHC is HLA-A02:06 with pseudo-sequence HLA-A02:06. The binding affinity (normalized) is 0. (3) The peptide sequence is RVMAPRALL. The MHC is HLA-A03:01 with pseudo-sequence HLA-A03:01. The binding affinity (normalized) is 0.385.